Dataset: NCI-60 drug combinations with 297,098 pairs across 59 cell lines. Task: Regression. Given two drug SMILES strings and cell line genomic features, predict the synergy score measuring deviation from expected non-interaction effect. (1) Drug 1: C1CC(C1)(C(=O)O)C(=O)O.[NH2-].[NH2-].[Pt+2]. Drug 2: CCC1(CC2CC(C3=C(CCN(C2)C1)C4=CC=CC=C4N3)(C5=C(C=C6C(=C5)C78CCN9C7C(C=CC9)(C(C(C8N6C)(C(=O)OC)O)OC(=O)C)CC)OC)C(=O)OC)O.OS(=O)(=O)O. Cell line: HCT116. Synergy scores: CSS=6.74, Synergy_ZIP=-7.81, Synergy_Bliss=-5.48, Synergy_Loewe=-7.46, Synergy_HSA=-6.82. (2) Drug 1: CC1=C2C(C(=O)C3(C(CC4C(C3C(C(C2(C)C)(CC1OC(=O)C(C(C5=CC=CC=C5)NC(=O)OC(C)(C)C)O)O)OC(=O)C6=CC=CC=C6)(CO4)OC(=O)C)OC)C)OC. Drug 2: CC1C(C(CC(O1)OC2CC(OC(C2O)C)OC3=CC4=CC5=C(C(=O)C(C(C5)C(C(=O)C(C(C)O)O)OC)OC6CC(C(C(O6)C)O)OC7CC(C(C(O7)C)O)OC8CC(C(C(O8)C)O)(C)O)C(=C4C(=C3C)O)O)O)O. Cell line: SNB-19. Synergy scores: CSS=66.6, Synergy_ZIP=18.5, Synergy_Bliss=16.6, Synergy_Loewe=-1.65, Synergy_HSA=18.3. (3) Drug 1: C1=C(C(=O)NC(=O)N1)F. Drug 2: COC1=C2C(=CC3=C1OC=C3)C=CC(=O)O2. Cell line: COLO 205. Synergy scores: CSS=55.0, Synergy_ZIP=-5.67, Synergy_Bliss=-13.0, Synergy_Loewe=-13.6, Synergy_HSA=-12.2. (4) Drug 1: CCC1=CC2CC(C3=C(CN(C2)C1)C4=CC=CC=C4N3)(C5=C(C=C6C(=C5)C78CCN9C7C(C=CC9)(C(C(C8N6C)(C(=O)OC)O)OC(=O)C)CC)OC)C(=O)OC.C(C(C(=O)O)O)(C(=O)O)O. Drug 2: CN1C(=O)N2C=NC(=C2N=N1)C(=O)N. Cell line: OVCAR3. Synergy scores: CSS=64.6, Synergy_ZIP=4.08, Synergy_Bliss=7.24, Synergy_Loewe=-45.9, Synergy_HSA=6.50. (5) Drug 1: C1CCC(CC1)NC(=O)N(CCCl)N=O. Drug 2: CN(C(=O)NC(C=O)C(C(C(CO)O)O)O)N=O. Cell line: SW-620. Synergy scores: CSS=24.4, Synergy_ZIP=-8.82, Synergy_Bliss=-2.86, Synergy_Loewe=-6.21, Synergy_HSA=-2.39.